From a dataset of Full USPTO retrosynthesis dataset with 1.9M reactions from patents (1976-2016). Predict the reactants needed to synthesize the given product. (1) Given the product [CH3:30][S:31]([N:1]1[CH2:5][CH2:4][C@H:3]([NH:6][C:7]2[C:12]([C:13]3[N:14]=[C:15]4[CH:21]=[CH:20][N:19]([CH2:22][O:23][CH2:24][CH2:25][Si:26]([CH3:29])([CH3:28])[CH3:27])[C:16]4=[N:17][CH:18]=3)=[CH:11][CH:10]=[CH:9][N:8]=2)[CH2:2]1)(=[O:33])=[O:32], predict the reactants needed to synthesize it. The reactants are: [NH:1]1[CH2:5][CH2:4][C@H:3]([NH:6][C:7]2[C:12]([C:13]3[N:14]=[C:15]4[CH:21]=[CH:20][N:19]([CH2:22][O:23][CH2:24][CH2:25][Si:26]([CH3:29])([CH3:28])[CH3:27])[C:16]4=[N:17][CH:18]=3)=[CH:11][CH:10]=[CH:9][N:8]=2)[CH2:2]1.[CH3:30][S:31](Cl)(=[O:33])=[O:32].CCN(C(C)C)C(C)C. (2) Given the product [CH:45]1([C@H:40]([NH:39][C:37]([C:28]2[C:27]([NH:26][C:61](=[O:62])[CH2:60][C:53]3[C:54]([Cl:59])=[CH:55][CH:56]=[C:57]([Cl:58])[C:52]=3[Cl:51])=[CH:36][C:35]3[C:30](=[CH:31][CH:32]=[CH:33][CH:34]=3)[CH:29]=2)=[O:38])[C:41]([O:43][CH3:44])=[O:42])[CH2:50][CH2:49][CH2:48][CH2:47][CH2:46]1, predict the reactants needed to synthesize it. The reactants are: CN(C(ON1N=NC2C=CC=NC1=2)=[N+](C)C)C.F[P-](F)(F)(F)(F)F.Cl.[NH2:26][C:27]1[C:28]([C:37]([NH:39][C@@H:40]([CH:45]2[CH2:50][CH2:49][CH2:48][CH2:47][CH2:46]2)[C:41]([O:43][CH3:44])=[O:42])=[O:38])=[CH:29][C:30]2[C:35]([CH:36]=1)=[CH:34][CH:33]=[CH:32][CH:31]=2.[Cl:51][C:52]1[C:57]([Cl:58])=[CH:56][CH:55]=[C:54]([Cl:59])[C:53]=1[CH2:60][C:61](O)=[O:62].C(N(C(C)C)CC)(C)C.